This data is from Reaction yield outcomes from USPTO patents with 853,638 reactions. The task is: Predict the reaction yield, written as a fraction of the theoretical maximum amount of product (1.0 means a 100% yield; for example, 0.34 means a 34% yield). (1) The reactants are [OH-].[K+].[Br:3][C:4]1[CH:9]=[C:8]([CH3:10])[C:7]([O:11][CH3:12])=[CH:6][C:5]=1[NH:13][C:14](=[O:18])[CH:15]([CH3:17])[CH3:16].[CH2:19](Br)[C:20]1[CH:25]=[CH:24][CH:23]=[CH:22][CH:21]=1.O. The catalyst is CS(C)=O. The product is [CH2:19]([N:13]([C:5]1[CH:6]=[C:7]([O:11][CH3:12])[C:8]([CH3:10])=[CH:9][C:4]=1[Br:3])[C:14](=[O:18])[CH:15]([CH3:16])[CH3:17])[C:20]1[CH:25]=[CH:24][CH:23]=[CH:22][CH:21]=1. The yield is 0.990. (2) The reactants are [H-].[Na+].[I:3][C:4]1[C:5]([O:14][CH3:15])=[CH:6][C:7]([C:11](=[O:13])[CH3:12])=[C:8]([OH:10])[CH:9]=1.[Na].ClCOC. The catalyst is CN(C=O)C. The product is [OH:10][C:8]1[CH:9]=[C:4]([I:3])[C:5]([O:14][CH3:15])=[CH:6][C:7]=1[C:11](=[O:13])[CH3:12]. The yield is 0.850. (3) The reactants are Br[C:2]1[CH:23]=[CH:22][C:5]([C:6]([NH:8][S:9]([C:12]2[CH:17]=[CH:16][CH:15]=[CH:14][C:13]=2[S:18](=[O:21])(=[O:20])[NH2:19])(=[O:11])=[O:10])=[O:7])=[CH:4][N:3]=1.[CH:24]1([C:29]#[CH:30])[CH2:28][CH2:27][CH2:26][CH2:25]1.C(N(CC)CC)C.O. The catalyst is CN(C)C=O.[Cu]I.C1C=CC([P]([Pd]([P](C2C=CC=CC=2)(C2C=CC=CC=2)C2C=CC=CC=2)([P](C2C=CC=CC=2)(C2C=CC=CC=2)C2C=CC=CC=2)[P](C2C=CC=CC=2)(C2C=CC=CC=2)C2C=CC=CC=2)(C2C=CC=CC=2)C2C=CC=CC=2)=CC=1.C(OCC)(=O)C. The product is [CH:24]1([C:29]#[C:30][C:2]2[CH:23]=[CH:22][C:5]([C:6]([NH:8][S:9]([C:12]3[CH:17]=[CH:16][CH:15]=[CH:14][C:13]=3[S:18](=[O:21])(=[O:20])[NH2:19])(=[O:11])=[O:10])=[O:7])=[CH:4][N:3]=2)[CH2:28][CH2:27][CH2:26][CH2:25]1. The yield is 0.490.